Dataset: Buchwald-Hartwig C-N cross coupling reaction yields with 55,370 reactions. Task: Predict the reaction yield, written as a fraction of the theoretical maximum amount of product (1.0 means a 100% yield; for example, 0.34 means a 34% yield). No catalyst specified. The product is CCc1ccc(Nc2ccc(C)cc2)cc1. The yield is 0.660. The reactants are CCc1ccc(Br)cc1.Cc1ccc(N)cc1.O=S(=O)(O[Pd]1c2ccccc2-c2ccccc2N~1)C(F)(F)F.CC(C)c1cc(C(C)C)c(-c2ccccc2P(C(C)(C)C)C(C)(C)C)c(C(C)C)c1.CN(C)C(=NC(C)(C)C)N(C)C.c1ccc(-c2ccno2)cc1.